This data is from Full USPTO retrosynthesis dataset with 1.9M reactions from patents (1976-2016). The task is: Predict the reactants needed to synthesize the given product. (1) Given the product [C:1]1([CH:7]2[CH2:8][C:9](=[O:14])[CH:10]=[C:11]([NH:20][C:19]3[CH:21]=[CH:22][CH:23]=[C:17]([C:16]([F:15])([F:24])[F:25])[CH:18]=3)[CH2:12]2)[CH:2]=[CH:3][CH:4]=[CH:5][CH:6]=1, predict the reactants needed to synthesize it. The reactants are: [C:1]1([CH:7]2[CH2:12][C:11](=O)[CH2:10][C:9](=[O:14])[CH2:8]2)[CH:6]=[CH:5][CH:4]=[CH:3][CH:2]=1.[F:15][C:16]([F:25])([F:24])[C:17]1[CH:18]=[C:19]([CH:21]=[CH:22][CH:23]=1)[NH2:20].FC(F)(F)S([O-])(=O)=O.[Yb+3].FC(F)(F)S([O-])(=O)=O.FC(F)(F)S([O-])(=O)=O.CN(C)C=O. (2) The reactants are: CN(C(ON1N=NC2C=CC=NC1=2)=[N+](C)C)C.F[P-](F)(F)(F)(F)F.[F:25][C:26]1[CH:27]=[C:28]([C:33]2[CH:38]=[CH:37][C:36]([C:39]([OH:41])=O)=[C:35]([N+:42]([O-:44])=[O:43])[CH:34]=2)[CH:29]=[CH:30][C:31]=1[F:32].[NH2:45][C:46]([CH2:57][CH3:58])([CH2:51][CH2:52][CH2:53][CH2:54][CH2:55]C)[C:47]([O:49][CH3:50])=[O:48].C(N(C(C)C)CC)(C)C. Given the product [F:25][C:26]1[CH:27]=[C:28]([C:33]2[CH:38]=[CH:37][C:36]([C:39]([NH:45][C:46]3([C:47]([O:49][CH3:50])=[O:48])[CH2:51][CH2:52][CH2:53][CH2:54][CH2:55][CH2:58][CH2:57]3)=[O:41])=[C:35]([N+:42]([O-:44])=[O:43])[CH:34]=2)[CH:29]=[CH:30][C:31]=1[F:32], predict the reactants needed to synthesize it. (3) Given the product [Si:1]([O:18][C:19]1[CH:27]=[C:26]2[C:22]([C:23]([C:28]([O:30][CH2:38][CH3:43])=[O:29])=[N:24][N:25]2[CH:36]2[CH2:35][CH2:34][CH2:33][CH2:32][O:31]2)=[CH:21][CH:20]=1)([C:14]([CH3:15])([CH3:16])[CH3:17])([C:8]1[CH:13]=[CH:12][CH:11]=[CH:10][CH:9]=1)[C:2]1[CH:7]=[CH:6][CH:5]=[CH:4][CH:3]=1, predict the reactants needed to synthesize it. The reactants are: [Si:1]([O:18][C:19]1[CH:27]=[C:26]2[C:22]([C:23]([C:28]([O-:30])=[O:29])=[N:24][NH:25]2)=[CH:21][CH:20]=1)([C:14]([CH3:17])([CH3:16])[CH3:15])([C:8]1[CH:13]=[CH:12][CH:11]=[CH:10][CH:9]=1)[C:2]1[CH:7]=[CH:6][CH:5]=[CH:4][CH:3]=1.[O:31]1[CH:36]=[CH:35][CH2:34][CH2:33][CH2:32]1.O.[C:38]1(C)C(S(O)(=O)=O)=CC=C[CH:43]=1.C(=O)(O)[O-].[Na+]. (4) Given the product [CH3:1][O:2][C:3]([C@H:4]1[C:9]2[C:10](=[CH:11][CH:12]=[CH:13][CH:14]=2)[NH:15][C@@H:6]([CH3:7])[CH2:5]1)=[O:18], predict the reactants needed to synthesize it. The reactants are: [CH3:1][O:2][C:3](=[O:18])[CH:4]([C:9]1[CH:14]=[CH:13][CH:12]=[CH:11][C:10]=1[N+:15]([O-])=O)[CH2:5][C:6](=O)[CH3:7]. (5) Given the product [Si:13]([O:20][CH:21]1[CH2:24][N:23]([CH2:25][C@H:26]([OH:31])[C:27]([NH:12][C:9]2[CH:8]=[N:7][C:6]([CH3:5])=[CH:11][N:10]=2)=[O:28])[CH2:22]1)([C:16]([CH3:19])([CH3:18])[CH3:17])([CH3:15])[CH3:14], predict the reactants needed to synthesize it. The reactants are: C[Al](C)C.[CH3:5][C:6]1[N:7]=[CH:8][C:9]([NH2:12])=[N:10][CH:11]=1.[Si:13]([O:20][CH:21]1[CH2:24][N:23]([CH2:25][C@H:26]([OH:31])[C:27](OC)=[O:28])[CH2:22]1)([C:16]([CH3:19])([CH3:18])[CH3:17])([CH3:15])[CH3:14].[C@H](O)(C([O-])=O)[C@@H](O)C([O-])=O.[Na+].[K+].